From a dataset of Full USPTO retrosynthesis dataset with 1.9M reactions from patents (1976-2016). Predict the reactants needed to synthesize the given product. (1) Given the product [OH:8][C:9]1[CH:10]=[CH:11][C:12]2[O:16][C:15](=[O:17])[N:14]([CH3:18])[C:13]=2[CH:19]=1, predict the reactants needed to synthesize it. The reactants are: [Si]([O:8][C:9]1[CH:10]=[CH:11][C:12]2[O:16][C:15](=[O:17])[N:14]([CH3:18])[C:13]=2[CH:19]=1)(C(C)(C)C)(C)C.[F-].C([N+](CCCC)(CCCC)CCCC)CCC. (2) Given the product [C:1]([C:5]1[CH:23]=[C:8]2[N:9]=[C:10]([CH3:22])[C:11]([CH:14]([CH2:19][CH2:20][CH3:21])[C:15]([O:17][CH3:18])=[O:16])=[C:12]([C:28]3[CH:29]=[CH:30][C:25]([Cl:24])=[CH:26][C:27]=3[F:34])[N:7]2[N:6]=1)([CH3:4])([CH3:3])[CH3:2], predict the reactants needed to synthesize it. The reactants are: [C:1]([C:5]1[CH:23]=[C:8]2[N:9]=[C:10]([CH3:22])[C:11]([CH:14]([CH2:19][CH2:20][CH3:21])[C:15]([O:17][CH3:18])=[O:16])=[C:12](Cl)[N:7]2[N:6]=1)([CH3:4])([CH3:3])[CH3:2].[Cl:24][C:25]1[CH:30]=[CH:29][C:28](B(O)O)=[C:27]([F:34])[CH:26]=1.C(N(C(C)C)CC)(C)C. (3) Given the product [F:27][C:24]1[CH:23]=[CH:22][C:21]([CH2:20][C:17]2[O:16][C:15]([C:14]3[N:13]=[CH:12][N:11]([CH3:28])[C:10](=[N:29][OH:30])[C:9]=3[OH:8])=[N:19][N:18]=2)=[CH:26][CH:25]=1, predict the reactants needed to synthesize it. The reactants are: C([O:8][C:9]1[C:10](=[N:29][OH:30])[N:11]([CH3:28])[CH:12]=[N:13][C:14]=1[C:15]1[O:16][C:17]([CH2:20][C:21]2[CH:26]=[CH:25][C:24]([F:27])=[CH:23][CH:22]=2)=[N:18][N:19]=1)C1C=CC=CC=1.[H][H]. (4) Given the product [Cl:1][C:2]1[CH:7]=[C:6]([CH:8]=[O:41])[CH:5]=[CH:4][C:3]=1[NH:10][C:11]([C:13]1[N:17]=[C:16]([C:18]([Cl:21])([Cl:20])[Cl:19])[N:15]([C:22]2[CH:27]=[CH:26][C:25]([Cl:28])=[C:24]([Cl:29])[CH:23]=2)[N:14]=1)=[O:12], predict the reactants needed to synthesize it. The reactants are: [Cl:1][C:2]1[CH:7]=[C:6]([C:8]#N)[CH:5]=[CH:4][C:3]=1[NH:10][C:11]([C:13]1[N:17]=[C:16]([C:18]([Cl:21])([Cl:20])[Cl:19])[N:15]([C:22]2[CH:27]=[CH:26][C:25]([Cl:28])=[C:24]([Cl:29])[CH:23]=2)[N:14]=1)=[O:12].CC(C[AlH]CC(C)C)C.C(OCC)(=[O:41])C.CCCCCCC.O. (5) Given the product [F:1][C:2]1[C:7]([C:8]2[CH:13]=[CH:12][CH:11]=[C:10]([CH3:14])[CH:9]=2)=[C:6]([C:15]([OH:24])([C@@H:25]2[CH2:30][CH2:29][CH2:28][N:27]([S:31]([C:34]3[CH:35]=[CH:36][C:37]([CH2:40][NH:61][CH3:60])=[CH:38][CH:39]=3)(=[O:32])=[O:33])[CH2:26]2)[CH2:16][CH2:17][CH2:18][NH:19][C:20](=[O:23])[O:21][CH3:22])[CH:5]=[CH:4][CH:3]=1, predict the reactants needed to synthesize it. The reactants are: [F:1][C:2]1[C:7]([C:8]2[CH:13]=[CH:12][CH:11]=[C:10]([CH3:14])[CH:9]=2)=[C:6]([C:15]([C@@H:25]2[CH2:30][CH2:29][CH2:28][N:27]([S:31]([C:34]3[CH:39]=[CH:38][C:37]([CH:40]=O)=[CH:36][CH:35]=3)(=[O:33])=[O:32])[CH2:26]2)([OH:24])[CH2:16][CH2:17][CH2:18][NH:19][C:20](=[O:23])[O:21][CH3:22])[CH:5]=[CH:4][CH:3]=1.ClC1C(C2C=CC=C(CC)C=2)=C(C([C@@H]2CCCN(C(C3C=CC(C=O)=CC=3)=O)C2)(O)CC[CH2:60][NH:61]C(=O)OC)C=CC=1.NCCO. (6) Given the product [NH2:22][C:10]1[CH:9]=[CH:8][C:7]([O:6][C:5]2[CH:25]=[CH:26][CH:27]=[C:3]([O:2][CH3:1])[CH:4]=2)=[CH:12][C:11]=1[CH2:13][NH:14][C:15](=[O:21])[O:16][C:17]([CH3:19])([CH3:18])[CH3:20], predict the reactants needed to synthesize it. The reactants are: [CH3:1][O:2][C:3]1[CH:4]=[C:5]([CH:25]=[CH:26][CH:27]=1)[O:6][C:7]1[CH:8]=[CH:9][C:10]([N+:22]([O-])=O)=[C:11]([CH2:13][NH:14][C:15](=[O:21])[O:16][C:17]([CH3:20])([CH3:19])[CH3:18])[CH:12]=1.[Cl-].[NH4+].C(O)C. (7) Given the product [CH3:19][O:20][C:21]([C:23]1[N:24]([C:56]2[CH:61]=[CH:60][CH:59]=[CH:58][CH:57]=2)[C:25]2[C:30]([C:31](=[O:54])[C:32]=1[CH2:33][C:34]1[CH:35]=[CH:36][C:37]([S:40](=[O:52])(=[O:53])[NH:41][CH2:42][CH2:43][OH:44])=[CH:38][CH:39]=1)=[CH:29][CH:28]=[C:27]([Cl:55])[CH:26]=2)=[O:22], predict the reactants needed to synthesize it. The reactants are: [F-].C([N+](CCCC)(CCCC)CCCC)CCC.[CH3:19][O:20][C:21]([C:23]1[N:24]([C:56]2[CH:61]=[CH:60][CH:59]=[CH:58][CH:57]=2)[C:25]2[C:30]([C:31](=[O:54])[C:32]=1[CH2:33][C:34]1[CH:39]=[CH:38][C:37]([S:40](=[O:53])(=[O:52])[NH:41][CH2:42][CH2:43][O:44][Si](C(C)(C)C)(C)C)=[CH:36][CH:35]=1)=[CH:29][CH:28]=[C:27]([Cl:55])[CH:26]=2)=[O:22].